This data is from Forward reaction prediction with 1.9M reactions from USPTO patents (1976-2016). The task is: Predict the product of the given reaction. (1) Given the reactants [CH3:1][C:2]1[C:6]2[CH:7]=[CH:8][CH:9]=[CH:10][C:5]=2[O:4][CH:3]=1.[CH3:11][N:12]([CH3:26])[C:13]1([C:20]2[CH:25]=[CH:24][CH:23]=[CH:22][CH:21]=2)[CH2:18][CH2:17][C:16](=O)[CH2:15][CH2:14]1.FC(F)(F)S(O)(=O)=O.[OH-:35].[Na+], predict the reaction product. The product is: [CH3:11][N:12]([CH3:26])[C:13]1([C:20]2[CH:25]=[CH:24][CH:23]=[CH:22][CH:21]=2)[CH2:18][CH2:17][C:16]([C:1]2[O:35][C:5]3[CH:10]=[CH:9][CH:8]=[CH:7][C:6]=3[C:2]=2[CH3:3])([C:3]2[O:4][C:5]3[CH:10]=[CH:9][CH:8]=[CH:7][C:6]=3[C:2]=2[CH3:1])[CH2:15][CH2:14]1. (2) The product is: [C:8]([O:7][C:5]([C:4]1[C:12]([OH:24])=[C:13]([C:20]([F:22])([F:23])[F:21])[CH:14]=[C:15]([OH:16])[C:3]=1[CH2:2][O:28][C:29]1[CH:30]=[CH:31][C:32]([C:35]2[CH:36]=[CH:37][C:38]([CH2:41][C:42]([OH:44])=[O:43])=[CH:39][CH:40]=2)=[CH:33][CH:34]=1)=[O:6])([CH3:11])([CH3:9])[CH3:10]. Given the reactants Br[CH2:2][C:3]1[C:15]([O:16]COC)=[CH:14][C:13]([C:20]([F:23])([F:22])[F:21])=[C:12]([O:24]COC)[C:4]=1[C:5]([O:7][C:8]([CH3:11])([CH3:10])[CH3:9])=[O:6].[OH:28][C:29]1[CH:34]=[CH:33][C:32]([C:35]2[CH:40]=[CH:39][C:38]([CH2:41][C:42]([O:44]C)=[O:43])=[CH:37][CH:36]=2)=[CH:31][CH:30]=1, predict the reaction product. (3) Given the reactants CC(C)([O-])C.[K+].[OH:7][C@@H:8]1[CH2:12][CH2:11][O:10][CH2:9]1.[Cl:13][C:14]1[CH:15]=[C:16]([NH:21][C:22]2[C:31]3[C:26](=[CH:27][C:28](F)=[C:29]([N+:32]([O-:34])=[O:33])[CH:30]=3)[N:25]=[CH:24][N:23]=2)[CH:17]=[CH:18][C:19]=1[F:20].Cl, predict the reaction product. The product is: [Cl:13][C:14]1[CH:15]=[C:16]([NH:21][C:22]2[C:31]3[C:26](=[CH:27][C:28]([O:7][C@@H:8]4[CH2:12][CH2:11][O:10][CH2:9]4)=[C:29]([N+:32]([O-:34])=[O:33])[CH:30]=3)[N:25]=[CH:24][N:23]=2)[CH:17]=[CH:18][C:19]=1[F:20]. (4) Given the reactants [O:1]1[C:5]2[CH:6]=[CH:7][C:8]([CH:10]=[CH:11][C:12]3[C:20]4[C:15](=[CH:16][C:17]([N:21]([CH3:31])[C:22]5[CH:27]=[CH:26][CH:25]=[C:24]([N+:28]([O-])=O)[CH:23]=5)=[CH:18][CH:19]=4)[N:14](COCC[Si](C)(C)C)[N:13]=3)=[CH:9][C:4]=2[O:3][CH2:2]1.O1C2C=CC(C=CC3C4C(=CC(N(C)C5C=CC=C([N+]([O-])=O)C=5)=CC=4)NN=3)=CC=2OC1, predict the reaction product. The product is: [O:1]1[C:5]2[CH:6]=[CH:7][C:8]([CH:10]=[CH:11][C:12]3[C:20]4[C:15](=[CH:16][C:17]([N:21]([CH3:31])[C:22]5[CH:27]=[CH:26][CH:25]=[C:24]([NH2:28])[CH:23]=5)=[CH:18][CH:19]=4)[NH:14][N:13]=3)=[CH:9][C:4]=2[O:3][CH2:2]1. (5) Given the reactants FC(F)(F)S(O[C:7]1[CH:8]=[C:9]2[C:14](=[C:15]3[CH2:19][C:18]([CH3:21])([CH3:20])[O:17][C:16]=13)[C:13]([C:22]1[CH:27]=[CH:26][CH:25]=[C:24]([Br:28])[CH:23]=1)=[N:12][C:11]([CH3:30])([CH3:29])[CH2:10]2)(=O)=O.[Cl-:33].[NH4+:34].[CH3:35]N.CO, predict the reaction product. The product is: [ClH:33].[ClH:33].[Br:28][C:24]1[CH:23]=[C:22]([C:13]2[C:14]3[C:9](=[CH:8][C:7]([NH:34][CH3:35])=[C:16]4[O:17][C:18]([CH3:21])([CH3:20])[CH2:19][C:15]4=3)[CH2:10][C:11]([CH3:30])([CH3:29])[N:12]=2)[CH:27]=[CH:26][CH:25]=1. (6) Given the reactants [CH2:1]([Mg]Br)[CH3:2].[CH:5]([C:7]1[CH:19]=[CH:18][C:10]([C:11]([O:13][C:14]([CH3:17])([CH3:16])[CH3:15])=[O:12])=[CH:9][CH:8]=1)=O.[Cl-:20].[NH4+:21].O.N, predict the reaction product. The product is: [ClH:20].[NH2:21][CH:5]([C:7]1[CH:19]=[CH:18][C:10]([C:11]([O:13][C:14]([CH3:17])([CH3:16])[CH3:15])=[O:12])=[CH:9][CH:8]=1)[CH2:1][CH3:2]. (7) Given the reactants [N:1]1[C:10]2[CH2:9][CH2:8][CH2:7][CH:6]([NH2:11])[C:5]=2[N:4]=[CH:3][CH:2]=1.[O:12]=[C:13]1[C:21]2[C:16](=[CH:17][CH:18]=[CH:19][CH:20]=2)[C:15](=[O:22])[N:14]1[CH2:23][CH2:24][CH2:25][CH:26]=O.C(O[BH-](OC(=O)C)OC(=O)C)(=O)C.[Na+].C(=O)(O)[O-].[Na+], predict the reaction product. The product is: [N:1]1[C:10]2[CH2:9][CH2:8][CH2:7][CH:6]([NH:11][CH2:26][CH2:25][CH2:24][CH2:23][N:14]3[C:15](=[O:22])[C:16]4[C:21](=[CH:20][CH:19]=[CH:18][CH:17]=4)[C:13]3=[O:12])[C:5]=2[N:4]=[CH:3][CH:2]=1.